Dataset: NCI-60 drug combinations with 297,098 pairs across 59 cell lines. Task: Regression. Given two drug SMILES strings and cell line genomic features, predict the synergy score measuring deviation from expected non-interaction effect. (1) Drug 1: CNC(=O)C1=CC=CC=C1SC2=CC3=C(C=C2)C(=NN3)C=CC4=CC=CC=N4. Drug 2: CCCCC(=O)OCC(=O)C1(CC(C2=C(C1)C(=C3C(=C2O)C(=O)C4=C(C3=O)C=CC=C4OC)O)OC5CC(C(C(O5)C)O)NC(=O)C(F)(F)F)O. Cell line: PC-3. Synergy scores: CSS=-3.88, Synergy_ZIP=0.00704, Synergy_Bliss=-4.23, Synergy_Loewe=-5.04, Synergy_HSA=-6.54. (2) Drug 1: C1CCN(CC1)CCOC2=CC=C(C=C2)C(=O)C3=C(SC4=C3C=CC(=C4)O)C5=CC=C(C=C5)O. Drug 2: C(CC(=O)O)C(=O)CN.Cl. Cell line: HOP-92. Synergy scores: CSS=-3.86, Synergy_ZIP=2.14, Synergy_Bliss=0.471, Synergy_Loewe=-6.17, Synergy_HSA=-4.83.